From a dataset of Forward reaction prediction with 1.9M reactions from USPTO patents (1976-2016). Predict the product of the given reaction. (1) Given the reactants Cl.C(N=C=NCCCN(C)C)C.OC1C2N=NNC=2C=CC=1.[Cl:23][C:24]1[CH:25]=[C:26]([CH:30]=[CH:31][C:32]=1[O:33][CH:34]([CH3:36])[CH3:35])[C:27]([OH:29])=O.O[NH:38][C:39]([C:41]1[C:42]2[CH:43]=[CH:44][NH:45][C:46](=[O:51])[C:47]=2[CH:48]=[CH:49][CH:50]=1)=[NH:40], predict the reaction product. The product is: [Cl:23][C:24]1[CH:25]=[C:26]([C:27]2[O:29][N:40]=[C:39]([C:41]3[CH:50]=[CH:49][CH:48]=[C:47]4[C:42]=3[CH:43]=[CH:44][NH:45][C:46]4=[O:51])[N:38]=2)[CH:30]=[CH:31][C:32]=1[O:33][CH:34]([CH3:36])[CH3:35]. (2) Given the reactants [Cl:1][C:2]1[C:7]([N+:8]([O-])=O)=[C:6]([NH:11][NH:12][C:13]([O:15][C:16]([CH3:19])([CH3:18])[CH3:17])=[O:14])[C:5]([CH3:20])=[C:4]([CH3:21])[N:3]=1, predict the reaction product. The product is: [NH2:8][C:7]1[C:2]([Cl:1])=[N:3][C:4]([CH3:21])=[C:5]([CH3:20])[C:6]=1[NH:11][NH:12][C:13]([O:15][C:16]([CH3:17])([CH3:18])[CH3:19])=[O:14]. (3) The product is: [Cl:1][C:2]1[CH:10]=[CH:9][CH:8]=[CH:7][C:3]=1[C:4]([NH:17][CH2:16][CH:15]([O:14][CH:11]([CH3:13])[CH3:12])[C:18]1[CH:19]=[N:20][C:21]([CH3:24])=[N:22][CH:23]=1)=[O:6]. Given the reactants [Cl:1][C:2]1[CH:10]=[CH:9][CH:8]=[CH:7][C:3]=1[C:4]([OH:6])=O.[CH:11]([O:14][CH:15]([C:18]1[CH:19]=[N:20][C:21]([CH3:24])=[N:22][CH:23]=1)[CH2:16][NH2:17])([CH3:13])[CH3:12], predict the reaction product. (4) Given the reactants C[O:2][C:3](=[O:24])[C:4]([NH:7][C:8]([C:10]1[C:15]([OH:16])=[CH:14][C:13]([C:17]2[CH:22]=[CH:21][CH:20]=[C:19]([Cl:23])[CH:18]=2)=[CH:12][N:11]=1)=[O:9])([CH3:6])[CH3:5].[Li+].[OH-].O, predict the reaction product. The product is: [Cl:23][C:19]1[CH:18]=[C:17]([C:13]2[CH:14]=[C:15]([OH:16])[C:10]([C:8]([NH:7][C:4]([CH3:5])([CH3:6])[C:3]([OH:24])=[O:2])=[O:9])=[N:11][CH:12]=2)[CH:22]=[CH:21][CH:20]=1. (5) Given the reactants F[C:2]1[CH:7]=[CH:6][CH:5]=[CH:4][C:3]=1[N+:8]([O-:10])=[O:9].[CH2:11]([NH2:18])[C:12]1[CH:17]=[CH:16][CH:15]=[CH:14][CH:13]=1, predict the reaction product. The product is: [CH2:11]([NH:18][C:2]1[CH:7]=[CH:6][CH:5]=[CH:4][C:3]=1[N+:8]([O-:10])=[O:9])[C:12]1[CH:17]=[CH:16][CH:15]=[CH:14][CH:13]=1. (6) Given the reactants C([O:3][C:4]([C:6]1[CH:11]=[CH:10][C:9]([C:12]2[CH:17]=[CH:16][C:15]([OH:18])=[CH:14][CH:13]=2)=[CH:8][CH:7]=1)=[O:5])C.Br[CH2:20][CH2:21][CH2:22][CH2:23][CH:24]([CH3:26])[CH3:25], predict the reaction product. The product is: [CH3:25][CH:24]([CH3:26])[CH2:23][CH2:22][CH2:21][CH2:20][O:18][C:15]1[CH:14]=[CH:13][C:12]([C:9]2[CH:8]=[CH:7][C:6]([C:4]([OH:3])=[O:5])=[CH:11][CH:10]=2)=[CH:17][CH:16]=1. (7) Given the reactants [Na].C([O:4][C:5](=[O:8])[CH2:6][SH:7])C.Cl[C:10]([CH3:18])=[C:11]([CH2:14][CH:15]([CH3:17])[CH3:16])[CH:12]=O, predict the reaction product. The product is: [CH2:14]([C:11]1[CH:12]=[C:6]([C:5]([OH:4])=[O:8])[S:7][C:10]=1[CH3:18])[CH:15]([CH3:17])[CH3:16]. (8) The product is: [C:1]([O:5][C:6](=[O:7])[NH:8][CH2:9][C:10]([N:34]1[CH2:33][C@H:32]([CH3:38])[N:31]([CH2:30][C:29]2[CH:39]=[CH:40][C:26]([F:25])=[CH:27][CH:28]=2)[CH2:36][C@H:35]1[CH3:37])=[O:12])([CH3:2])([CH3:3])[CH3:4]. Given the reactants [C:1]([O:5][C:6]([NH:8][CH2:9][C:10]([OH:12])=O)=[O:7])([CH3:4])([CH3:3])[CH3:2].Cl.CN(C)CCCN=C=NCC.[F:25][C:26]1[CH:40]=[CH:39][C:29]([CH2:30][N:31]2[CH2:36][C@H:35]([CH3:37])[NH:34][CH2:33][C@H:32]2[CH3:38])=[CH:28][CH:27]=1, predict the reaction product.